This data is from Reaction yield outcomes from USPTO patents with 853,638 reactions. The task is: Predict the reaction yield, written as a fraction of the theoretical maximum amount of product (1.0 means a 100% yield; for example, 0.34 means a 34% yield). The reactants are [CH3:1][C:2]1[CH:11]=[CH:10][C:9]2[C:4](=[CH:5][CH:6]=[CH:7][C:8]=2[N:12]2[CH2:17][CH2:16][N:15]([CH2:18][C:19]([C:21]3[CH:22]=[CH:23][C:24]4[O:29][CH2:28][C:27](=[O:30])[NH:26][C:25]=4[CH:31]=3)=O)[CH2:14][CH2:13]2)[N:3]=1.Cl.CN.[C:35]([BH3-])#[N:36].[Na+]. The catalyst is CO. The product is [CH3:35][NH:36][CH:19]([C:21]1[CH:22]=[CH:23][C:24]2[O:29][CH2:28][C:27](=[O:30])[NH:26][C:25]=2[CH:31]=1)[CH2:18][N:15]1[CH2:16][CH2:17][N:12]([C:8]2[CH:7]=[CH:6][CH:5]=[C:4]3[C:9]=2[CH:10]=[CH:11][C:2]([CH3:1])=[N:3]3)[CH2:13][CH2:14]1. The yield is 0.440.